Dataset: Full USPTO retrosynthesis dataset with 1.9M reactions from patents (1976-2016). Task: Predict the reactants needed to synthesize the given product. Given the product [CH3:6][C:7]1[CH:8]=[C:9]([C:24]2[CH:25]=[N:26][N:27]([CH2:29][C@@H:30]([C:32]([O:34][CH3:35])=[O:33])[NH2:31])[CH:28]=2)[CH:10]=[C:11]([NH:13][C:14]2[N:19]=[C:18]([C:20]([F:23])([F:21])[F:22])[CH:17]=[CH:16][N:15]=2)[CH:12]=1, predict the reactants needed to synthesize it. The reactants are: S(=O)(=O)(O)O.[CH3:6][C:7]1[CH:8]=[C:9]([C:24]2[CH:25]=[N:26][N:27]([CH2:29][C@@H:30]([C:32]([OH:34])=[O:33])[NH2:31])[CH:28]=2)[CH:10]=[C:11]([NH:13][C:14]2[N:19]=[C:18]([C:20]([F:23])([F:22])[F:21])[CH:17]=[CH:16][N:15]=2)[CH:12]=1.[C:35](=O)(O)[O-].[Na+].